This data is from Forward reaction prediction with 1.9M reactions from USPTO patents (1976-2016). The task is: Predict the product of the given reaction. (1) Given the reactants [C:1]([O:5][C:6]([N:8]1[CH2:13][CH2:12][CH:11]([NH2:14])[CH2:10][CH2:9]1)=[O:7])([CH3:4])([CH3:3])[CH3:2].[CH:15](=O)[C:16]1[CH:21]=[CH:20][CH:19]=[CH:18][CH:17]=1.[BH3-]C#N.[Na+], predict the reaction product. The product is: [C:1]([O:5][C:6]([N:8]1[CH2:13][CH2:12][CH:11]([NH:14][CH2:15][C:16]2[CH:21]=[CH:20][CH:19]=[CH:18][CH:17]=2)[CH2:10][CH2:9]1)=[O:7])([CH3:4])([CH3:2])[CH3:3]. (2) Given the reactants C([NH:8][C@H:9]([C:11](O)=[O:12])[CH3:10])(OC(C)(C)C)=O.C1(N=C=NC2CCCCC2)CCCCC1.[CH3:29][C:30]1[CH:31]=[C:32]([CH:34]=[C:35]([CH3:37])[CH:36]=1)[NH2:33], predict the reaction product. The product is: [NH2:8][C@H:9]([CH3:10])[C:11]([NH:33][C:32]1[CH:34]=[C:35]([CH3:37])[CH:36]=[C:30]([CH3:29])[CH:31]=1)=[O:12]. (3) Given the reactants [C:1]([C:3]1[CH:4]=[C:5]([N:9]2[C:13]([C:14]([O:16][CH3:17])=[O:15])=[CH:12][N:11]=[CH:10]2)[CH:6]=[CH:7][CH:8]=1)#[N:2].FC(F)(F)C(O)=O.[H][H], predict the reaction product. The product is: [NH2:2][CH2:1][C:3]1[CH:4]=[C:5]([N:9]2[C:13]([C:14]([O:16][CH3:17])=[O:15])=[CH:12][N:11]=[CH:10]2)[CH:6]=[CH:7][CH:8]=1. (4) Given the reactants Cl.[CH:2]1([CH2:5][O:6][C:7]2[CH:8]=[C:9]([C:17]3[C:18]([CH3:30])([CH3:29])[C:19](=[O:28])[N:20]([CH:22]4[CH2:27][CH2:26][NH:25][CH2:24][CH2:23]4)[N:21]=3)[CH:10]=[CH:11][C:12]=2[O:13][CH:14]([F:16])[F:15])[CH2:4][CH2:3]1.[CH3:31][C:32]1[CH:33]=[C:34]([S:38](Cl)(=[O:40])=[O:39])[CH:35]=[CH:36][CH:37]=1, predict the reaction product. The product is: [CH:2]1([CH2:5][O:6][C:7]2[CH:8]=[C:9]([C:17]3[C:18]([CH3:30])([CH3:29])[C:19](=[O:28])[N:20]([CH:22]4[CH2:27][CH2:26][N:25]([S:38]([C:34]5[CH:35]=[CH:36][CH:37]=[C:32]([CH3:31])[CH:33]=5)(=[O:40])=[O:39])[CH2:24][CH2:23]4)[N:21]=3)[CH:10]=[CH:11][C:12]=2[O:13][CH:14]([F:15])[F:16])[CH2:3][CH2:4]1. (5) Given the reactants C([SiH](CC)CC)C.FC(F)(F)C(O)=O.[Br:15][C:16]1[CH:21]=[CH:20][C:19]([C:22](O)([CH3:24])[CH3:23])=[C:18]([Cl:26])[CH:17]=1.O, predict the reaction product. The product is: [Br:15][C:16]1[CH:21]=[CH:20][C:19]([CH:22]([CH3:23])[CH3:24])=[C:18]([Cl:26])[CH:17]=1. (6) Given the reactants [C:1]1([CH:7]([C:32]2[CH:37]=[CH:36][CH:35]=[CH:34][CH:33]=2)[CH2:8][NH:9][C:10]2[N:18]=[C:17]([CH2:19][NH:20][C:21]([NH:23][CH2:24][CH2:25][N:26]3[CH2:31][CH2:30][CH2:29][CH2:28][CH2:27]3)=[O:22])[N:16]=[C:15]3[C:11]=2[N:12]=[CH:13][NH:14]3)[CH:6]=[CH:5][CH:4]=[CH:3][CH:2]=1.[C:38]([O:46][C@H:47]1[C@@H:51]([O:52][C:53](=[O:60])[C:54]2[CH:59]=[CH:58][CH:57]=[CH:56][CH:55]=2)[C@@H:50](OC(=O)C)[O:49][C@@H:48]1[C:65]([NH:67][CH2:68][CH3:69])=[O:66])(=[O:45])[C:39]1[CH:44]=[CH:43][CH:42]=[CH:41][CH:40]=1.C(O[C@H]1[C@@H](OC(=O)C2C=CC=CC=2)[C@H](OC(=O)C)O[C@@H]1C(NCC)=O)(=O)C1C=CC=CC=1.C[Si](OS(C(F)(F)F)(=O)=O)(C)C, predict the reaction product. The product is: [C:38]([O:46][C@H:47]1[C@@H:51]([O:52][C:53](=[O:60])[C:54]2[CH:59]=[CH:58][CH:57]=[CH:56][CH:55]=2)[C@H:50]([N:14]2[CH:13]=[N:12][C:11]3[C:15]2=[N:16][C:17]([CH2:19][NH:20][C:21]([NH:23][CH2:24][CH2:25][N:26]2[CH2:31][CH2:30][CH2:29][CH2:28][CH2:27]2)=[O:22])=[N:18][C:10]=3[NH:9][CH2:8][CH:7]([C:1]2[CH:2]=[CH:3][CH:4]=[CH:5][CH:6]=2)[C:32]2[CH:37]=[CH:36][CH:35]=[CH:34][CH:33]=2)[O:49][C@@H:48]1[C:65]([NH:67][CH2:68][CH3:69])=[O:66])(=[O:45])[C:39]1[CH:44]=[CH:43][CH:42]=[CH:41][CH:40]=1. (7) Given the reactants [Br:1][C:2]1[CH:3]=[C:4]([CH2:8]O)[CH:5]=[N:6][CH:7]=1.C1(P(C2C=CC=CC=2)C2C=CC=CC=2)C=CC=CC=1.C1C(=O)N([Br:36])C(=O)C1, predict the reaction product. The product is: [Br:1][C:2]1[CH:7]=[N:6][CH:5]=[C:4]([CH2:8][Br:36])[CH:3]=1. (8) Given the reactants Cl[CH2:2][CH2:3][CH2:4][C:5]1[N:9]([CH2:10][C:11]2[C:16]([C:17]3[CH:22]=[CH:21][CH:20]=[CH:19][CH:18]=3)=[CH:15][C:14]([C:23]#[N:24])=[CH:13][CH:12]=2)[CH:8]=[N:7][CH:6]=1.CC([O-])(C)C.[K+].C1COCC1, predict the reaction product. The product is: [CH:6]1[N:7]=[CH:8][N:9]2[CH:10]([C:11]3[C:16]([C:17]4[CH:22]=[CH:21][CH:20]=[CH:19][CH:18]=4)=[CH:15][C:14]([C:23]#[N:24])=[CH:13][CH:12]=3)[CH2:2][CH2:3][CH2:4][C:5]=12. (9) Given the reactants Br[C:2]1[CH:7]=[CH:6][CH:5]=[CH:4][C:3]=1[N+:8]([O-:10])=[O:9].[CH3:11][CH:12]([CH2:31][CH2:32][CH2:33][CH:34]([CH3:36])[CH3:35])[CH2:13][CH2:14][O:15][C:16]1[CH:21]=[CH:20][C:19](B2OC(C)(C)C(C)(C)O2)=[CH:18][CH:17]=1.C(=O)([O-])[O-].[K+].[K+], predict the reaction product. The product is: [CH3:11][CH:12]([CH2:31][CH2:32][CH2:33][CH:34]([CH3:36])[CH3:35])[CH2:13][CH2:14][O:15][C:16]1[CH:21]=[CH:20][C:19]([C:2]2[CH:7]=[CH:6][CH:5]=[CH:4][C:3]=2[N+:8]([O-:10])=[O:9])=[CH:18][CH:17]=1. (10) Given the reactants [NH:1]([C:3]([C:5]1[CH:10]=[CH:9][N:8]2[C:11]([C:14]3[CH:15]=[C:16]([NH:20][C:21]([NH:23][CH2:24][C:25]([F:28])([F:27])[F:26])=[O:22])[CH:17]=[CH:18][CH:19]=3)=[CH:12][N:13]=[C:7]2[CH:6]=1)=O)[NH2:2].[CH3:29][N:30]=[C:31]=[S:32], predict the reaction product. The product is: [CH3:29][N:30]1[C:31](=[S:32])[NH:2][N:1]=[C:3]1[C:5]1[CH:10]=[CH:9][N:8]2[C:11]([C:14]3[CH:15]=[C:16]([NH:20][C:21]([NH:23][CH2:24][C:25]([F:28])([F:27])[F:26])=[O:22])[CH:17]=[CH:18][CH:19]=3)=[CH:12][N:13]=[C:7]2[CH:6]=1.